This data is from Reaction yield outcomes from USPTO patents with 853,638 reactions. The task is: Predict the reaction yield, written as a fraction of the theoretical maximum amount of product (1.0 means a 100% yield; for example, 0.34 means a 34% yield). (1) The product is [CH3:18][O:19][C:20]1[CH:25]=[CH:24][C:23]([N:26]2[C:6]([C:2]3[O:1][CH:5]=[CH:4][CH:3]=3)=[C:7]([C:8]([O:10][CH2:11][CH3:12])=[O:9])[C:28]([C:29]([F:30])([F:31])[F:32])=[N:27]2)=[CH:22][CH:21]=1. The catalyst is C(O)C. The yield is 0.610. The reactants are [O:1]1[CH:5]=[CH:4][CH:3]=[C:2]1[C:6](=O)[CH2:7][C:8]([O:10][CH2:11][CH3:12])=[O:9].[O-]CC.[Na+].[CH3:18][O:19][C:20]1[CH:25]=[CH:24][C:23]([NH:26][N:27]=[C:28](Br)[C:29]([F:32])([F:31])[F:30])=[CH:22][CH:21]=1. (2) The reactants are [C:1]([C:3]1[N:8]=[CH:7][C:6]([CH:9]=[O:10])=[CH:5][CH:4]=1)#[N:2].[F:11][C:12]([Si](C)(C)C)([F:14])[F:13].[F-].C([N+](CCCC)(CCCC)CCCC)CCC. The catalyst is O1CCCC1. The product is [C:1]([C:3]1[CH:4]=[CH:5][C:6]([CH:9]([OH:10])[C:12]([F:14])([F:13])[F:11])=[CH:7][N:8]=1)#[N:2]. The yield is 0.820.